This data is from Catalyst prediction with 721,799 reactions and 888 catalyst types from USPTO. The task is: Predict which catalyst facilitates the given reaction. Reactant: C(C1C(=O)C(Cl)=C(Cl)C(=O)C=1C#N)#N.[C:15]([O:19][C:20]([N:22]1[CH2:28][CH2:27][C:26]2=[N:29][N:30]([CH3:34])[C:31](=[O:33])[CH2:32][CH:25]2[CH2:24][CH2:23]1)=[O:21])([CH3:18])([CH3:17])[CH3:16].C(=O)([O-])[O-].[K+].[K+]. Product: [C:15]([O:19][C:20]([N:22]1[CH2:28][CH2:27][C:26]2=[N:29][N:30]([CH3:34])[C:31](=[O:33])[CH:32]=[C:25]2[CH2:24][CH2:23]1)=[O:21])([CH3:18])([CH3:17])[CH3:16]. The catalyst class is: 12.